From a dataset of Reaction yield outcomes from USPTO patents with 853,638 reactions. Predict the reaction yield, written as a fraction of the theoretical maximum amount of product (1.0 means a 100% yield; for example, 0.34 means a 34% yield). (1) The reactants are [CH2:1]([N:4]([C:16]([CH3:23])([CH3:22])[C:17]([O:19]CC)=[O:18])[NH:5][C:6](=[O:15])[NH:7][CH2:8][C:9]1[CH:14]=[CH:13][CH:12]=[CH:11][CH:10]=1)[CH:2]=[CH2:3].O.[OH-].[Li+]. The catalyst is O1CCCC1.CO.O.O. The product is [CH2:1]([N:4]([C:16]([CH3:23])([CH3:22])[C:17]([OH:19])=[O:18])[NH:5][C:6](=[O:15])[NH:7][CH2:8][C:9]1[CH:14]=[CH:13][CH:12]=[CH:11][CH:10]=1)[CH:2]=[CH2:3]. The yield is 0.830. (2) The reactants are [CH3:1][C:2]1[C:10]2[C:5](=[CH:6][N:7]=[CH:8][CH:9]=2)[NH:4][CH:3]=1.CC([O-])(C)C.[K+].O(C(OC(C)(C)C)=O)C(OC(C)(C)C)=O.C[N:33](C=O)C. No catalyst specified. The product is [CH3:1][C:2]1[C:10]2[C:5](=[CH:6][N:7]=[CH:8][CH:9]=2)[N:4]([NH2:33])[CH:3]=1. The yield is 0.350. (3) The reactants are [CH3:1][C:2]([CH3:18])([CH2:8][C:9]#[C:10][CH2:11][N:12]1[CH2:17][CH2:16][O:15][CH2:14][CH2:13]1)[C:3](OCC)=[O:4].[H-].[H-].[H-].[H-].[Li+].[Al+3]. The catalyst is C1COCC1. The product is [CH3:1][C:2]([CH3:18])([CH2:8][C:9]#[C:10][CH2:11][N:12]1[CH2:17][CH2:16][O:15][CH2:14][CH2:13]1)[CH2:3][OH:4]. The yield is 0.970. (4) The reactants are [CH:1]1([CH2:6][CH2:7][C:8]([N:10]([C@H:12]2[C:20]3[C:15](=[CH:16][CH:17]=[C:18]([C:21]([O:23]C)=[O:22])[CH:19]=3)[CH2:14][CH2:13]2)[CH3:11])=[O:9])[CH2:5][CH2:4][CH2:3][CH2:2]1.O[Li].O. The catalyst is CO.C1COCC1.O. The product is [CH:1]1([CH2:6][CH2:7][C:8]([N:10]([C@H:12]2[C:20]3[C:15](=[CH:16][CH:17]=[C:18]([C:21]([OH:23])=[O:22])[CH:19]=3)[CH2:14][CH2:13]2)[CH3:11])=[O:9])[CH2:2][CH2:3][CH2:4][CH2:5]1. The yield is 0.830.